Dataset: Forward reaction prediction with 1.9M reactions from USPTO patents (1976-2016). Task: Predict the product of the given reaction. (1) Given the reactants [CH2:1]([OH:7])[CH2:2][O:3][CH2:4][CH2:5][OH:6].C[Si]([N-][Si](C)(C)C)(C)C.[Li+].[CH:18]1([NH:21][C:22]([C:24]2[S:37][C:27]3=[N:28][C:29](S(C)=O)=[C:30]([Cl:33])[C:31]([CH3:32])=[C:26]3[C:25]=2[NH2:38])=[O:23])[CH2:20][CH2:19]1, predict the reaction product. The product is: [CH:18]1([NH:21][C:22]([C:24]2[S:37][C:27]3=[N:28][C:29]([O:7][CH2:1][CH2:2][O:3][CH2:4][CH2:5][OH:6])=[C:30]([Cl:33])[C:31]([CH3:32])=[C:26]3[C:25]=2[NH2:38])=[O:23])[CH2:20][CH2:19]1. (2) The product is: [CH3:9][O:8][C:6]([C:5]1[CH:10]=[CH:11][C:2]([C:23]([OH:26])=[O:25])=[CH:3][C:4]=1[CH3:12])=[O:7]. Given the reactants Br[C:2]1[CH:11]=[CH:10][C:5]([C:6]([O:8][CH3:9])=[O:7])=[C:4]([CH3:12])[CH:3]=1.C(N(CC)CC)C.O.[C]=O.[C:23]([O:26]CC)(=[O:25])C, predict the reaction product.